This data is from Retrosynthesis with 50K atom-mapped reactions and 10 reaction types from USPTO. The task is: Predict the reactants needed to synthesize the given product. (1) Given the product CCOc1cc(C(=CC#N)c2cc(OC)cc(OC)c2)ccc1OC, predict the reactants needed to synthesize it. The reactants are: CCOP(=O)(CC#N)OCC.COc1cccc(C(=CC#N)c2cc(OC)cc(OC)c2)c1. (2) Given the product CSc1ccc(C(=O)O[C@@H](Cc2c(Cl)c[n+]([O-])cc2Cl)c2ccc(OC(F)F)c(OCC3CC3)c2)cc1N, predict the reactants needed to synthesize it. The reactants are: CSc1ccc(C(=O)O[C@@H](Cc2c(Cl)c[n+]([O-])cc2Cl)c2ccc(OC(F)F)c(OCC3CC3)c2)cc1[N+](=O)[O-]. (3) Given the product CC(C)(C)OC(=O)N[C@@H](CC1CCCCC1)[C@@H](O)c1nccs1, predict the reactants needed to synthesize it. The reactants are: CC(C)(C)OC(=O)N[C@@H](CC1CCCCC1)C(=O)c1nccs1. (4) The reactants are: CCCCCCCC/C=C\CCCCCCCC(O)CCCNC(=O)CCNC(C)=O. Given the product CCCCCCCC/C=C\CCCCCCCC(=O)CCCNC(=O)CCNC(C)=O, predict the reactants needed to synthesize it. (5) Given the product O=C(c1ccc2occc(=O)c2c1)N1CCOCC1, predict the reactants needed to synthesize it. The reactants are: C1COCCN1.O=C(O)c1ccc2occc(=O)c2c1. (6) Given the product CCCCOC(=O)NS(=O)(=O)c1sc(CC(C)C)cc1-c1ccc(Cn2ccnc2)cc1, predict the reactants needed to synthesize it. The reactants are: CC(C)Cc1cc(-c2ccc(Cn3ccnc3)cc2)c(S(N)(=O)=O)s1.CCCCOC(=O)Cl. (7) Given the product CS(=O)(=O)O[C@H]1CC(=O)N(Cc2ccc(Oc3ccc(F)cc3)nc2)C1, predict the reactants needed to synthesize it. The reactants are: CS(=O)(=O)Cl.O=C1C[C@H](O)CN1Cc1ccc(Oc2ccc(F)cc2)nc1. (8) Given the product Cc1ccc(NC(=O)c2nn(-c3ccc(Cl)cc3Cl)c(-c3ccc(O)cc3)c2C)nc1, predict the reactants needed to synthesize it. The reactants are: Cc1ccc(NC(=O)c2nn(-c3ccc(Cl)cc3Cl)c(-c3ccc(OCc4ccccc4)cc3)c2C)nc1. (9) Given the product N#Cc1ccc(N(Cc2ccc(Br)cc2)c2cccnn2)cc1, predict the reactants needed to synthesize it. The reactants are: BrCc1ccc(Br)cc1.N#Cc1ccc(Nc2cccnn2)cc1.